Dataset: Full USPTO retrosynthesis dataset with 1.9M reactions from patents (1976-2016). Task: Predict the reactants needed to synthesize the given product. (1) Given the product [CH2:31]([NH:30][C:28](=[O:29])[C:27]1[CH:38]=[CH:39][N:40]=[C:25]([NH:24][C:4](=[O:5])[C:3]2[CH:7]=[CH:8][CH:9]=[C:10]([C:12]([F:23])([F:22])[F:11])[CH:2]=2)[CH:26]=1)[C:32]1[CH:37]=[CH:36][CH:35]=[CH:34][CH:33]=1, predict the reactants needed to synthesize it. The reactants are: F[C:2]1[CH:10]=[CH:9][CH:8]=[CH:7][C:3]=1[C:4](Cl)=[O:5].[F:11][C:12]([F:23])([F:22])C1C=CC=CC=1C(Cl)=O.[NH2:24][C:25]1[CH:26]=[C:27]([CH:38]=[CH:39][N:40]=1)[C:28]([NH:30][CH2:31][C:32]1[CH:37]=[CH:36][CH:35]=[CH:34][CH:33]=1)=[O:29]. (2) Given the product [CH2:1]([O:3][C:4](=[O:46])[C@@H:5]([O:43][CH2:44][CH3:45])[CH2:6][C:7]1[CH:8]=[CH:9][C:10]([O:13][CH2:14]/[CH:15]=[C:16](/[C:18]2[CH:23]=[CH:22][C:21]([C:24]3[CH:29]=[CH:28][C:27](/[C:30](/[CH3:42])=[CH:31]/[CH2:32][OH:33])=[CH:26][CH:25]=3)=[CH:20][CH:19]=2)\[CH3:17])=[CH:11][CH:12]=1)[CH3:2], predict the reactants needed to synthesize it. The reactants are: [CH2:1]([O:3][C:4](=[O:46])[C@@H:5]([O:43][CH2:44][CH3:45])[CH2:6][C:7]1[CH:12]=[CH:11][C:10]([O:13][CH2:14]/[CH:15]=[C:16](/[C:18]2[CH:23]=[CH:22][C:21]([C:24]3[CH:29]=[CH:28][C:27]([C:30]([CH3:42])=[CH:31][CH2:32][O:33]C[Si](C(C)(C)C)(C)C)=[CH:26][CH:25]=3)=[CH:20][CH:19]=2)\[CH3:17])=[CH:9][CH:8]=1)[CH3:2].[F-].C([N+](CCCC)(CCCC)CCCC)CCC. (3) Given the product [CH:1]1([N:6]2[C:15]3[N:14]=[C:13]([N:16]4[CH:20]=[C:19]([C:21]([N:31]([CH3:32])[CH3:30])=[O:23])[CH:18]=[N:17]4)[N:12]=[CH:11][C:10]=3[N:9]3[CH:24]=[N:25][N:26]=[C:8]3[C@H:7]2[CH2:27][CH3:28])[CH2:5][CH2:4][CH2:3][CH2:2]1, predict the reactants needed to synthesize it. The reactants are: [CH:1]1([N:6]2[C:15]3[N:14]=[C:13]([N:16]4[CH:20]=[C:19]([C:21]([OH:23])=O)[CH:18]=[N:17]4)[N:12]=[CH:11][C:10]=3[N:9]3[CH:24]=[N:25][N:26]=[C:8]3[C@H:7]2[CH2:27][CH3:28])[CH2:5][CH2:4][CH2:3][CH2:2]1.C[CH2:30][N:31]=[C:32]=NCCCN(C)C.Cl.CNC.C1C=NC2N(O)N=NC=2C=1.C(N(CC)CC)C. (4) Given the product [CH2:1]([O:3][C:4](=[O:17])[C@@H:5]([O:14][CH2:15][CH3:16])[CH2:6][C:7]1[CH:8]=[CH:9][C:10]([OH:13])=[C:11]([Br:18])[CH:12]=1)[CH3:2], predict the reactants needed to synthesize it. The reactants are: [CH2:1]([O:3][C:4](=[O:17])[C@@H:5]([O:14][CH2:15][CH3:16])[CH2:6][C:7]1[CH:12]=[CH:11][C:10]([OH:13])=[CH:9][CH:8]=1)[CH3:2].[Br:18]Br. (5) Given the product [CH3:1][O:2][C:3]1[CH:8]=[CH:7][C:6]([C:9]2[N:10]3[N:15]=[C:20]([CH3:27])[CH:21]=[C:22]([OH:23])[C:11]3=[CH:12][C:13]=2[CH3:14])=[C:5]([CH3:16])[CH:4]=1, predict the reactants needed to synthesize it. The reactants are: [CH3:1][O:2][C:3]1[CH:8]=[CH:7][C:6]([C:9]2[N:10]([NH2:15])[CH:11]=[CH:12][C:13]=2[CH3:14])=[C:5]([CH3:16])[CH:4]=1.CCO/[C:20](/[CH3:27])=[CH:21]/[C:22](OCC)=[O:23]. (6) Given the product [N:31]1([C:2]2[N:7]=[CH:6][C:5]([C:8]([N:10]3[CH2:15][CH2:14][N:13]([S:16]([C:19]4[CH:20]=[CH:21][C:22]([C:25]([F:26])([F:27])[F:28])=[CH:23][CH:24]=4)(=[O:18])=[O:17])[CH2:12][C@@H:11]3[CH3:29])=[O:9])=[C:4]([CH3:30])[CH:3]=2)[CH2:34][CH2:33][CH2:32]1, predict the reactants needed to synthesize it. The reactants are: F[C:2]1[N:7]=[CH:6][C:5]([C:8]([N:10]2[CH2:15][CH2:14][N:13]([S:16]([C:19]3[CH:24]=[CH:23][C:22]([C:25]([F:28])([F:27])[F:26])=[CH:21][CH:20]=3)(=[O:18])=[O:17])[CH2:12][C@@H:11]2[CH3:29])=[O:9])=[C:4]([CH3:30])[CH:3]=1.[NH:31]1[CH2:34][CH2:33][CH2:32]1.